This data is from Catalyst prediction with 721,799 reactions and 888 catalyst types from USPTO. The task is: Predict which catalyst facilitates the given reaction. (1) Reactant: [CH2:1]([C:3]1[C:10]([C:11]2[N:15]=[C:14]([C:16]3[CH:21]=[CH:20][C:19]([O:22][CH:23]([CH3:25])[CH3:24])=[C:18]([C:26]([F:29])([F:28])[F:27])[CH:17]=3)[S:13][N:12]=2)=[CH:9][CH:8]=[CH:7][C:4]=1[CH:5]=O)[CH3:2].C([O-])(=O)C.[Na+].Cl.[NH:36]1[CH2:39][CH:38]([C:40]([O:42]C)=[O:41])[CH2:37]1.C(O[BH-](OC(=O)C)OC(=O)C)(=O)C.[Na+]. Product: [CH2:1]([C:3]1[C:10]([C:11]2[N:15]=[C:14]([C:16]3[CH:21]=[CH:20][C:19]([O:22][CH:23]([CH3:24])[CH3:25])=[C:18]([C:26]([F:28])([F:29])[F:27])[CH:17]=3)[S:13][N:12]=2)=[CH:9][CH:8]=[CH:7][C:4]=1[CH2:5][N:36]1[CH2:37][CH:38]([C:40]([OH:42])=[O:41])[CH2:39]1)[CH3:2]. The catalyst class is: 98. (2) Reactant: C([O:3][C:4](=[O:26])[C:5]([S:15]([C:18]1[CH:23]=[CH:22][C:21]([O:24][CH3:25])=[CH:20][CH:19]=1)(=[O:17])=[O:16])([CH3:14])[CH2:6][C:7]1[CH:12]=[CH:11][C:10]([Br:13])=[CH:9][CH:8]=1)C. Product: [Br:13][C:10]1[CH:9]=[CH:8][C:7]([CH2:6][C:5]([S:15]([C:18]2[CH:19]=[CH:20][C:21]([O:24][CH3:25])=[CH:22][CH:23]=2)(=[O:17])=[O:16])([CH3:14])[C:4]([OH:26])=[O:3])=[CH:12][CH:11]=1. The catalyst class is: 273. (3) Reactant: Br[C:2]1[C:3]([C:25]([F:28])([F:27])[F:26])=[C:4]([C:8]2[N:12]=[C:11]([C:13]3[CH:14]=[CH:15][C:16]([O:21][CH:22]([CH3:24])[CH3:23])=[C:17]([CH:20]=3)[C:18]#[N:19])[O:10][N:9]=2)[CH:5]=[CH:6][CH:7]=1.CC(P(C(C)(C)C)C(C)(C)C)(C)C.C([O-])([O-])=O.[Cs+].[Cs+].Br[Zn][CH2:50][CH2:51][C:52]([O:54][CH2:55][CH3:56])=[O:53]. Product: [C:18]([C:17]1[CH:20]=[C:13]([C:11]2[O:10][N:9]=[C:8]([C:4]3[C:3]([C:25]([F:28])([F:27])[F:26])=[C:2]([CH2:50][CH2:51][C:52]([O:54][CH2:55][CH3:56])=[O:53])[CH:7]=[CH:6][CH:5]=3)[N:12]=2)[CH:14]=[CH:15][C:16]=1[O:21][CH:22]([CH3:24])[CH3:23])#[N:19]. The catalyst class is: 443. (4) Reactant: [CH2:1]([C:3]1[C:7]([N+:8]([O-:10])=[O:9])=[C:6]([C:11]([NH2:13])=[O:12])[NH:5][N:4]=1)[CH3:2].Cl.Cl[CH2:16][CH2:17][N:18]1[CH2:23][CH2:22][O:21][CH2:20][CH2:19]1.C([O-])([O-])=O.[K+].[K+].C(=O)([O-])[O-].[Cs+].[Cs+]. Product: [CH2:1]([C:3]1[N:4]([CH2:16][CH2:17][N:18]2[CH2:23][CH2:22][O:21][CH2:20][CH2:19]2)[N:5]=[C:6]([C:11]([NH2:13])=[O:12])[C:7]=1[N+:8]([O-:10])=[O:9])[CH3:2]. The catalyst class is: 9. (5) Reactant: [CH3:1][C:2]1[NH:8][C:7]([NH2:9])=[N:6][C:4](=[O:5])[CH:3]=1.C([N:17]1[CH:21]=[CH:20][N:19]=[CH:18]1)([N:17]1[CH:21]=[CH:20][N:19]=[CH:18]1)=O.C[C:23](C)=[O:24]. Product: [CH3:1][C:2]1[NH:8][C:7]([NH:9][C:23]([C:18]2[NH:17][CH:21]=[CH:20][N:19]=2)=[O:24])=[N:6][C:4](=[O:5])[CH:3]=1. The catalyst class is: 16.